Dataset: Full USPTO retrosynthesis dataset with 1.9M reactions from patents (1976-2016). Task: Predict the reactants needed to synthesize the given product. (1) Given the product [CH3:1][O:2][C:3]1[CH:4]=[C:5]([CH:11]([CH:17]=[O:18])[C:12]#[N:13])[CH:6]=[CH:7][C:8]=1[O:9][CH3:10], predict the reactants needed to synthesize it. The reactants are: [CH3:1][O:2][C:3]1[CH:4]=[C:5]([CH2:11][C:12]#[N:13])[CH:6]=[CH:7][C:8]=1[O:9][CH3:10].C[O-].[Na+].[CH:17](OCC)=[O:18]. (2) Given the product [I:1][C:2]1[CH:3]=[C:4]2[C:9](=[CH:10][CH:11]=1)[C:8](=[O:12])[NH:7][C:6](=[O:13])/[C:5]/2=[CH:14]\[NH:17][C:18]1[CH:23]=[CH:22][C:21]([N:24]2[CH2:29][CH2:28][N:27]([C:30]([O:32][C:33]([CH3:36])([CH3:35])[CH3:34])=[O:31])[CH2:26][CH2:25]2)=[CH:20][CH:19]=1, predict the reactants needed to synthesize it. The reactants are: [I:1][C:2]1[CH:3]=[C:4]2[C:9](=[CH:10][CH:11]=1)[C:8](=[O:12])[NH:7][C:6](=[O:13])[C:5]2=[CH:14]OC.[NH2:17][C:18]1[CH:23]=[CH:22][C:21]([N:24]2[CH2:29][CH2:28][N:27]([C:30]([O:32][C:33]([CH3:36])([CH3:35])[CH3:34])=[O:31])[CH2:26][CH2:25]2)=[CH:20][CH:19]=1. (3) Given the product [CH3:20][O:19][C:12]1[CH:13]=[CH:14][CH:15]=[C:16]([O:17][CH3:18])[C:11]=1[CH:2]1[N:1]([CH2:29][C:28]2[CH:31]=[CH:32][CH:33]=[C:26]([C:25]3[S:21][CH:22]=[N:23][CH:24]=3)[CH:27]=2)[C:7](=[O:9])[CH2:6][CH2:5][CH2:4][CH2:3]1, predict the reactants needed to synthesize it. The reactants are: [NH2:1][CH:2]([C:11]1[C:16]([O:17][CH3:18])=[CH:15][CH:14]=[CH:13][C:12]=1[O:19][CH3:20])[CH2:3][CH2:4][CH2:5][CH2:6][C:7]([O:9]C)=O.[S:21]1[C:25]([C:26]2[CH:27]=[C:28]([CH:31]=[CH:32][CH:33]=2)[CH:29]=O)=[CH:24][N:23]=[CH:22]1. (4) Given the product [C:1]([Si:5]([CH3:33])([CH3:34])[O:6][C:7]1[CH:8]=[CH:9][C:10]([C:13]2[C:17]([C:18]3[CH:19]=[CH:20][CH:21]=[CH:22][CH:23]=3)=[C:16]([C:24]3([CH2:27][N:41]4[CH2:46][CH2:45][S:44][CH2:43][CH2:42]4)[CH2:26][CH2:25]3)[O:15][N:14]=2)=[CH:11][CH:12]=1)([CH3:2])([CH3:4])[CH3:3], predict the reactants needed to synthesize it. The reactants are: [C:1]([Si:5]([CH3:34])([CH3:33])[O:6][C:7]1[CH:12]=[CH:11][C:10]([C:13]2[C:17]([C:18]3[CH:23]=[CH:22][CH:21]=[CH:20][CH:19]=3)=[C:16]([C:24]3([CH2:27]OS(C)(=O)=O)[CH2:26][CH2:25]3)[O:15][N:14]=2)=[CH:9][CH:8]=1)([CH3:4])([CH3:3])[CH3:2].C(=O)([O-])[O-].[Na+].[Na+].[NH:41]1[CH2:46][CH2:45][S:44][CH2:43][CH2:42]1. (5) The reactants are: C(NC(C)C)(C)C.C([Li])CCC.C([N-]C(C)C)(C)C.[Li+].[O:21]1[CH2:26][CH2:25][CH:24]([O:27][CH2:28][CH2:29][C:30]2[N:31]=[C:32]([NH:35][C:36](=[O:42])[O:37][C:38]([CH3:41])([CH3:40])[CH3:39])[S:33][CH:34]=2)[CH2:23][CH2:22]1.[CH3:43][C:44]([CH3:46])=[O:45]. Given the product [OH:45][C:44]([C:34]1[S:33][C:32]([NH:35][C:36](=[O:42])[O:37][C:38]([CH3:39])([CH3:41])[CH3:40])=[N:31][C:30]=1[CH2:29][CH2:28][O:27][CH:24]1[CH2:25][CH2:26][O:21][CH2:22][CH2:23]1)([CH3:46])[CH3:43], predict the reactants needed to synthesize it. (6) Given the product [CH2:22]([O:10][C:8]1[N:7]([CH2:11][C:12]2[CH:13]=[CH:14][C:15]([C:16]([O:18][CH3:19])=[O:17])=[CH:20][CH:21]=2)[N:6]=[C:5]([C:1]([CH3:4])([CH3:2])[CH3:3])[CH:9]=1)[C:23]1[CH:28]=[CH:27][CH:26]=[CH:25][CH:24]=1, predict the reactants needed to synthesize it. The reactants are: [C:1]([C:5]1[CH:9]=[C:8]([OH:10])[N:7]([CH2:11][C:12]2[CH:21]=[CH:20][C:15]([C:16]([O:18][CH3:19])=[O:17])=[CH:14][CH:13]=2)[N:6]=1)([CH3:4])([CH3:3])[CH3:2].[CH2:22](Br)[C:23]1[CH:28]=[CH:27][CH:26]=[CH:25][CH:24]=1.C(=O)([O-])[O-].[K+].[K+].CN(C)C=O. (7) Given the product [CH2:19]([O:6][C:5](=[O:7])[C:4]1[CH:3]=[C:2]([OH:1])[CH:10]=[C:9]([OH:11])[CH:8]=1)[CH3:20], predict the reactants needed to synthesize it. The reactants are: [OH:1][C:2]1[CH:3]=[C:4]([CH:8]=[C:9]([OH:11])[CH:10]=1)[C:5]([OH:7])=[O:6].S(=O)(=O)(O)O.[K+].[Br-].[CH2:19](O)[CH3:20]. (8) The reactants are: [Br:1][C:2]1[C:3](=[O:14])[C:4]2[C:9]([C:10](=[O:13])[C:11]=1Br)=[CH:8][CH:7]=[CH:6][CH:5]=2.[NH3:15].[OH-].[NH4+]. Given the product [NH2:15][C:11]1[C:10](=[O:13])[C:9]2[C:4]([C:3](=[O:14])[C:2]=1[Br:1])=[CH:5][CH:6]=[CH:7][CH:8]=2, predict the reactants needed to synthesize it. (9) Given the product [CH2:15]([O:1][CH2:2][CH:3]1[O:7][C:6](=[O:8])[N:5]([C:9]2[CH:10]=[CH:11][CH:12]=[CH:13][CH:14]=2)[CH2:4]1)[C:19]1[CH:24]=[CH:23][CH:22]=[CH:21][CH:20]=1, predict the reactants needed to synthesize it. The reactants are: [OH:1][CH2:2][CH:3]1[O:7][C:6](=[O:8])[N:5]([C:9]2[CH:14]=[CH:13][CH:12]=[CH:11][CH:10]=2)[CH2:4]1.[C:15]([C:19]1[CH:24]=[CH:23][C:22](O)=[CH:21][CH:20]=1)(C)(C)C.C1(P(C2C=CC=CC=2)C2C=CC=CC=2)C=CC=CC=1.CC(OC(/N=N/C(OC(C)C)=O)=O)C.